From a dataset of Catalyst prediction with 721,799 reactions and 888 catalyst types from USPTO. Predict which catalyst facilitates the given reaction. (1) Reactant: CON(C)[C:4]([C:6]1[C:11]([NH2:12])=[N:10][C:9]([CH3:13])=[CH:8][N:7]=1)=[O:5].[C:15]1([Mg]Br)[CH:20]=[CH:19][CH:18]=[CH:17][CH:16]=1.C([O-])(O)=O.[Na+].CCOC(C)=O. Product: [NH2:12][C:11]1[C:6]([C:4]([C:15]2[CH:20]=[CH:19][CH:18]=[CH:17][CH:16]=2)=[O:5])=[N:7][CH:8]=[C:9]([CH3:13])[N:10]=1. The catalyst class is: 1. (2) Reactant: [C:1]([O:5][C:6](=[O:28])[C:7]1[CH:12]=[CH:11][C:10]([N:13]2[C:17]([C:18]3[CH:23]=[CH:22][CH:21]=[CH:20][CH:19]=3)=[CH:16][CH:15]=[C:14]2[CH2:24][CH2:25][C:26]#[N:27])=[CH:9][CH:8]=1)([CH3:4])([CH3:3])[CH3:2].[N:29]([Si](C)(C)C)=[N+:30]=[N-:31]. Product: [C:1]([O:5][C:6](=[O:28])[C:7]1[CH:12]=[CH:11][C:10]([N:13]2[C:14]([CH2:24][CH2:25][C:26]3[NH:31][N:30]=[N:29][N:27]=3)=[CH:15][CH:16]=[C:17]2[C:18]2[CH:19]=[CH:20][CH:21]=[CH:22][CH:23]=2)=[CH:9][CH:8]=1)([CH3:4])([CH3:2])[CH3:3]. The catalyst class is: 11. (3) Reactant: [CH3:1][C:2]1[NH:23][C:5]2=[C:6]([C:20]([NH2:22])=[O:21])[N:7]=[CH:8][C:9]([C:10]3[CH:19]=[CH:18][CH:17]=[C:16]4[C:11]=3[CH2:12][CH2:13][NH:14][CH2:15]4)=[C:4]2[C:3]=1[CH3:24].CCN(C(C)C)C(C)C.[C:34](Cl)(=[O:37])[CH:35]=[CH2:36]. Product: [C:34]([N:14]1[CH2:13][CH2:12][C:11]2[C:16](=[CH:17][CH:18]=[CH:19][C:10]=2[C:9]2[CH:8]=[N:7][C:6]([C:20]([NH2:22])=[O:21])=[C:5]3[NH:23][C:2]([CH3:1])=[C:3]([CH3:24])[C:4]=23)[CH2:15]1)(=[O:37])[CH:35]=[CH2:36]. The catalyst class is: 217.